This data is from Reaction yield outcomes from USPTO patents with 853,638 reactions. The task is: Predict the reaction yield, written as a fraction of the theoretical maximum amount of product (1.0 means a 100% yield; for example, 0.34 means a 34% yield). (1) The reactants are [CH:1]1([CH2:6][CH:7]([C:18]2[NH:22][C:21]([C:23]([OH:25])=O)=[C:20]([CH3:26])[CH:19]=2)[C:8]2[CH:13]=[CH:12][C:11]([S:14]([CH3:17])(=[O:16])=[O:15])=[CH:10][CH:9]=2)[CH2:5][CH2:4][CH2:3][CH2:2]1.Cl.C[N:29](C)CCCN=C=NCC. The catalyst is CN(C)C=O.C(OCC)(=O)C. The product is [CH:1]1([CH2:6][CH:7]([C:18]2[NH:22][C:21]([C:23]([NH2:29])=[O:25])=[C:20]([CH3:26])[CH:19]=2)[C:8]2[CH:13]=[CH:12][C:11]([S:14]([CH3:17])(=[O:16])=[O:15])=[CH:10][CH:9]=2)[CH2:5][CH2:4][CH2:3][CH2:2]1. The yield is 0.970. (2) The reactants are CC(OI1(OC(C)=O)(OC(C)=O)OC(=O)C2C=CC=CC1=2)=O.[Cl:23][C:24]1[N:29]=[C:28]([CH2:30][OH:31])[C:27]([O:32][CH2:33][CH3:34])=[C:26]([N:35]2[CH2:40][CH2:39][O:38][CH2:37][CH2:36]2)[N:25]=1. The catalyst is C(Cl)Cl. The product is [Cl:23][C:24]1[N:29]=[C:28]([CH:30]=[O:31])[C:27]([O:32][CH2:33][CH3:34])=[C:26]([N:35]2[CH2:40][CH2:39][O:38][CH2:37][CH2:36]2)[N:25]=1. The yield is 0.808. (3) The reactants are Cl.[NH:2]1[CH2:7][CH2:6][CH:5]([CH2:8][C:9]([O:11][CH2:12][CH3:13])=[O:10])[CH2:4][CH2:3]1.C([O-])([O-])=O.[K+].[K+].Br[C:21]1[CH:26]=[CH:25][CH:24]=[CH:23][N:22]=1. The catalyst is CN(C=O)C.O. The product is [N:22]1[CH:23]=[CH:24][CH:25]=[CH:26][C:21]=1[N:2]1[CH2:7][CH2:6][CH:5]([CH2:8][C:9]([O:11][CH2:12][CH3:13])=[O:10])[CH2:4][CH2:3]1. The yield is 0.199. (4) The reactants are [C:1]([C:5]1[CH:9]=[C:8]([NH2:10])[N:7]([C:11]2[CH:12]=[N:13][N:14]([CH2:16][CH2:17][O:18][CH:19]3[CH2:24][CH2:23][CH2:22][CH2:21][O:20]3)[CH:15]=2)[N:6]=1)([CH3:4])([CH3:3])[CH3:2].[OH-].[Na+].Cl[C:28]([O:30][CH2:31][C:32]([Cl:35])([Cl:34])[Cl:33])=[O:29]. The product is [Cl:33][C:32]([Cl:35])([Cl:34])[CH2:31][O:30][C:28](=[O:29])[NH:10][C:8]1[N:7]([C:11]2[CH:12]=[N:13][N:14]([CH2:16][CH2:17][O:18][CH:19]3[CH2:24][CH2:23][CH2:22][CH2:21][O:20]3)[CH:15]=2)[N:6]=[C:5]([C:1]([CH3:4])([CH3:2])[CH3:3])[CH:9]=1. The yield is 0.630. The catalyst is O.CCOC(C)=O. (5) The reactants are Cl[C:2]1[CH:7]=[C:6]([Cl:8])[CH:5]=[CH:4][C:3]=1[N+:9]([O-:11])=[O:10].[NH2:12][C:13]1[CH:18]=[CH:17][C:16]([OH:19])=[CH:15][CH:14]=1.[F-].[K+]. No catalyst specified. The product is [Cl:8][C:6]1[CH:5]=[CH:4][C:3]([N+:9]([O-:11])=[O:10])=[C:2]([NH:12][C:13]2[CH:18]=[CH:17][C:16]([OH:19])=[CH:15][CH:14]=2)[CH:7]=1. The yield is 0.310.